Dataset: Forward reaction prediction with 1.9M reactions from USPTO patents (1976-2016). Task: Predict the product of the given reaction. (1) Given the reactants [C:1]([C:3]1[CH:4]=[C:5]2[C:10](=[CH:11][C:12]=1[O:13][C:14]1[CH:19]=[CH:18][C:17]([C:20](=[O:34])[NH:21][C:22]3[CH:23]=[N:24][C:25]4[C:30]([CH:31]=3)=[CH:29][CH:28]=[CH:27][C:26]=4[O:32][CH3:33])=[CH:16][CH:15]=1)[O:9][CH2:8][CH2:7][CH:6]2[C:35]([O:37]C)=[O:36])#[N:2].O[Li].O, predict the reaction product. The product is: [C:1]([C:3]1[CH:4]=[C:5]2[C:10](=[CH:11][C:12]=1[O:13][C:14]1[CH:15]=[CH:16][C:17]([C:20](=[O:34])[NH:21][C:22]3[CH:23]=[N:24][C:25]4[C:30]([CH:31]=3)=[CH:29][CH:28]=[CH:27][C:26]=4[O:32][CH3:33])=[CH:18][CH:19]=1)[O:9][CH2:8][CH2:7][CH:6]2[C:35]([OH:37])=[O:36])#[N:2]. (2) Given the reactants [N+:1]([C:4]1[CH:5]=[C:6]([CH2:10][CH2:11][N:12]2[CH2:16][CH2:15][CH2:14][CH2:13]2)[CH:7]=[CH:8][CH:9]=1)([O-])=O, predict the reaction product. The product is: [N:12]1([CH2:11][CH2:10][C:6]2[CH:5]=[C:4]([NH2:1])[CH:9]=[CH:8][CH:7]=2)[CH2:16][CH2:15][CH2:14][CH2:13]1. (3) Given the reactants [F:1][C:2]([F:26])([F:25])[C:3]([N:5]1[CH2:14][CH:13]([C:15]2[CH:20]=[CH:19][C:18]([O:21]C)=[CH:17][CH:16]=2)[C:12]2[C:7](=[CH:8][C:9]([O:23]C)=[CH:10][CH:11]=2)[CH2:6]1)=[O:4].B(Br)(Br)Br, predict the reaction product. The product is: [F:26][C:2]([F:1])([F:25])[C:3]([N:5]1[CH2:14][CH:13]([C:15]2[CH:20]=[CH:19][C:18]([OH:21])=[CH:17][CH:16]=2)[C:12]2[C:7](=[CH:8][C:9]([OH:23])=[CH:10][CH:11]=2)[CH2:6]1)=[O:4]. (4) The product is: [O:15]=[C:14]1[C:8]2=[CH:7][C:6]3[CH:5]=[C:4]([C:16]#[N:17])[CH:3]=[C:2]([C:24]4[CH:23]=[CH:22][C:21]([O:20][C:19]([F:18])([F:30])[F:31])=[CH:26][CH:25]=4)[C:10]=3[N:9]2[CH2:11][CH2:12][NH:13]1. Given the reactants Br[C:2]1[C:10]2[N:9]3[CH2:11][CH2:12][NH:13][C:14](=[O:15])[C:8]3=[CH:7][C:6]=2[CH:5]=[C:4]([C:16]#[N:17])[CH:3]=1.[F:18][C:19]([F:31])([F:30])[O:20][C:21]1[CH:26]=[CH:25][C:24](B(O)O)=[CH:23][CH:22]=1, predict the reaction product.